Dataset: Forward reaction prediction with 1.9M reactions from USPTO patents (1976-2016). Task: Predict the product of the given reaction. (1) Given the reactants [CH2:1]([O:3][C:4]([C:6]1[CH:7]=[N:8][C:9]2[C:14]([C:15]=1OS(C(F)(F)F)(=O)=O)=[CH:13][CH:12]=[C:11]([C:24]([F:27])([F:26])[F:25])[CH:10]=2)=[O:5])[CH3:2].[C:28]([C:31]1[CH:32]=[C:33](B(O)O)[CH:34]=[CH:35][CH:36]=1)(=[O:30])[CH3:29].P([O-])([O-])([O-])=O.[K+].[K+].[K+], predict the reaction product. The product is: [CH2:1]([O:3][C:4]([C:6]1[CH:7]=[N:8][C:9]2[C:14]([C:15]=1[C:35]1[CH:34]=[CH:33][CH:32]=[C:31]([C:28](=[O:30])[CH3:29])[CH:36]=1)=[CH:13][CH:12]=[C:11]([C:24]([F:27])([F:26])[F:25])[CH:10]=2)=[O:5])[CH3:2]. (2) Given the reactants [C:1]([O:5][C:6](=[O:22])[NH:7][C:8]1[CH:13]=[C:12]([NH:14][CH3:15])[N:11]=[C:10]([C:16]2[CH:21]=[CH:20][CH:19]=[CH:18][CH:17]=2)[N:9]=1)([CH3:4])([CH3:3])[CH3:2].Cl[C:24]1[CH:29]=[CH:28][N:27]=[C:26]([S:30][CH3:31])[N:25]=1.CC(C)([O-])C.[Na+], predict the reaction product. The product is: [C:1]([O:5][C:6](=[O:22])[NH:7][C:8]1[CH:13]=[C:12]([N:14]([CH3:15])[C:24]2[CH:29]=[CH:28][N:27]=[C:26]([S:30][CH3:31])[N:25]=2)[N:11]=[C:10]([C:16]2[CH:17]=[CH:18][CH:19]=[CH:20][CH:21]=2)[N:9]=1)([CH3:4])([CH3:2])[CH3:3]. (3) The product is: [OH:21][C:19]1[CH:20]=[C:15]2[C:16](=[CH:17][C:18]=1[OH:23])[O:25][C:8](=[O:27])[C:9]([CH2:10][C:11]([OH:13])=[O:12])=[CH:14]2. Given the reactants B(Br)(Br)Br.C(O[C:8](=[O:27])[C:9](=[CH:14][C:15]1[CH:20]=[C:19]([O:21]C)[C:18]([O:23]C)=[CH:17][C:16]=1[O:25]C)[CH2:10][C:11]([OH:13])=[O:12])C, predict the reaction product. (4) Given the reactants [CH3:1][O:2][C:3]1[C:4]([OH:20])=[C:5]([C:9]2[N:13]([C:14]3[CH:19]=[CH:18][CH:17]=[CH:16][CH:15]=3)[N:12]=[CH:11][CH:10]=2)[N:6]=[N:7][CH:8]=1.Cl[C:22]1[S:23][CH:24]=[CH:25][N:26]=1.C(=O)([O-])[O-].[Cs+].[Cs+].O, predict the reaction product. The product is: [CH3:1][O:2][C:3]1[C:4](=[O:20])[C:5]([C:9]2[N:13]([C:14]3[CH:19]=[CH:18][CH:17]=[CH:16][CH:15]=3)[N:12]=[CH:11][CH:10]=2)=[N:6][N:7]([C:22]2[S:23][CH:24]=[CH:25][N:26]=2)[CH:8]=1. (5) Given the reactants [CH3:1][N:2]([CH3:19])[C:3](/[CH:5]=[CH:6]/[C:7]1[CH:8]=[C:9](/[CH:12]=[CH:13]/[C:14]([O:16][CH2:17][CH3:18])=[O:15])[NH:10][CH:11]=1)=[O:4], predict the reaction product. The product is: [CH3:19][N:2]([CH3:1])[C:3]([CH2:5][CH2:6][C:7]1[CH:8]=[C:9]([CH2:12][CH2:13][C:14]([O:16][CH2:17][CH3:18])=[O:15])[NH:10][CH:11]=1)=[O:4]. (6) Given the reactants [CH2:1]([O:3][C:4]([C:6]1[O:14]C2N=NC=CC=2C=1O)=[O:5])[CH3:2].C(O[C:19](=[O:28])[C:20]1[C:25]([CH3:26])=[CH:24][CH:23]=[N:22][C:21]=1Cl)C, predict the reaction product. The product is: [CH2:1]([O:3][C:4]([C:6]1[O:14][C:21]2=[N:22][CH:23]=[CH:24][C:25]([CH3:26])=[C:20]2[C:19]=1[OH:28])=[O:5])[CH3:2]. (7) The product is: [Br:23][CH2:1][C:2]1[CH:7]=[CH:6][N:5]=[C:4]([O:8][C@@H:9]([CH3:15])[C:10]([O:12][CH2:13][CH3:14])=[O:11])[CH:3]=1. Given the reactants [CH3:1][C:2]1[CH:7]=[CH:6][N:5]=[C:4]([O:8][C@@H:9]([CH3:15])[C:10]([O:12][CH2:13][CH3:14])=[O:11])[CH:3]=1.C1C(=O)N([Br:23])C(=O)C1.CC(N=NC(C#N)(C)C)(C#N)C, predict the reaction product. (8) Given the reactants [F:1][C:2]1[CH:7]=[CH:6][C:5]([N:8]2[C:16]3[C:11](=[CH:12][C:13]([CH:17]([CH2:25][C:26]4[CH:31]=[CH:30][CH:29]=[CH:28][CH:27]=4)[C:18]([CH3:24])([CH3:23])[C:19]([O:21]C)=[O:20])=[CH:14][CH:15]=3)[CH:10]=[N:9]2)=[CH:4][CH:3]=1.O.[OH-].[Li+].C(O)(=O)CC(CC(O)=O)(C(O)=O)O, predict the reaction product. The product is: [F:1][C:2]1[CH:3]=[CH:4][C:5]([N:8]2[C:16]3[C:11](=[CH:12][C:13]([CH:17]([CH2:25][C:26]4[CH:27]=[CH:28][CH:29]=[CH:30][CH:31]=4)[C:18]([CH3:23])([CH3:24])[C:19]([OH:21])=[O:20])=[CH:14][CH:15]=3)[CH:10]=[N:9]2)=[CH:6][CH:7]=1.